Dataset: Forward reaction prediction with 1.9M reactions from USPTO patents (1976-2016). Task: Predict the product of the given reaction. (1) Given the reactants [OH:1][C:2]1[C:7]([CH3:8])=[CH:6][C:5]([CH2:9][CH2:10][C:11]([C:13]2[S:14][C:15]([CH3:24])=[C:16]([C:18]3[CH:23]=[CH:22][CH:21]=[CH:20][CH:19]=3)[CH:17]=2)=[O:12])=[CH:4][C:3]=1[CH3:25].[CH2:26]([CH:28]1[O:30][CH2:29]1)Cl, predict the reaction product. The product is: [CH3:25][C:3]1[CH:4]=[C:5]([CH2:9][CH2:10][C:11]([C:13]2[S:14][C:15]([CH3:24])=[C:16]([C:18]3[CH:23]=[CH:22][CH:21]=[CH:20][CH:19]=3)[CH:17]=2)=[O:12])[CH:6]=[C:7]([CH3:8])[C:2]=1[O:1][CH2:26][CH:28]1[CH2:29][O:30]1. (2) Given the reactants [OH:1][C:2]1[C:3]([CH3:17])=[C:4]2[C:9](=[C:10]([CH3:13])[C:11]=1[CH3:12])[O:8][C:7](=[O:14])[CH2:6][C:5]2([CH3:16])[CH3:15].CC(C)=[O:20].O.C1C(=O)N(Br)C(=O)C1, predict the reaction product. The product is: [CH3:15][C:5]([C:4]1[C:9](=[O:8])[C:10]([CH3:13])=[C:11]([CH3:12])[C:2](=[O:1])[C:3]=1[CH3:17])([CH3:16])[CH2:6][C:7]([OH:20])=[O:14]. (3) Given the reactants [C:1]([C:3]1[CH:4]=[CH:5][C:6]([NH:14][C@H:15]2[CH2:19][CH2:18][N:17](C(OC(C)(C)C)=O)[CH2:16]2)=[C:7]2[C:11]=1[NH:10][C:9]([CH3:12])=[C:8]2[CH3:13])#[N:2].[C:27]([OH:33])([C:29]([F:32])([F:31])[F:30])=[O:28], predict the reaction product. The product is: [OH:33][C:27]([C:29]([F:32])([F:31])[F:30])=[O:28].[CH3:12][C:9]1[NH:10][C:11]2[C:7]([C:8]=1[CH3:13])=[C:6]([NH:14][C@H:15]1[CH2:19][CH2:18][NH:17][CH2:16]1)[CH:5]=[CH:4][C:3]=2[C:1]#[N:2]. (4) Given the reactants [OH-:1].[K+].[CH2:3]1[CH2:8][CH2:7][CH2:6][CH2:5][CH2:4]1, predict the reaction product. The product is: [C:3]1([C:3]2[CH:8]=[CH:7][CH:6]=[C:5]([C:3]3[CH:8]=[CH:7][CH:6]=[CH:5][CH:4]=3)[C:4]=2[OH:1])[CH:8]=[CH:7][CH:6]=[CH:5][CH:4]=1. (5) Given the reactants [Cl:1][C:2]1[N:3]=[C:4]([NH:22][CH:23]2[CH2:25][CH2:24]2)[C:5]2[C:10](I)=[CH:9][N:8]([S:12]([C:15]3[CH:21]=[CH:20][C:18]([CH3:19])=[CH:17][CH:16]=3)(=[O:14])=[O:13])[C:6]=2[N:7]=1.C([Sn](CCCC)(CCCC)[CH:31]=[CH:32][O:33]CC)CCC.O.CCOC(C)=O, predict the reaction product. The product is: [Cl:1][C:2]1[N:3]=[C:4]([NH:22][CH:23]2[CH2:25][CH2:24]2)[C:5]2[C:10]([C:32](=[O:33])[CH3:31])=[CH:9][N:8]([S:12]([C:15]3[CH:21]=[CH:20][C:18]([CH3:19])=[CH:17][CH:16]=3)(=[O:14])=[O:13])[C:6]=2[N:7]=1. (6) The product is: [O:21]1[CH:22]=[CH:23][CH:24]=[C:20]1[C:4]1[N:3]=[C:2]([NH:26][CH3:25])[N:10]=[C:9]2[C:5]=1[N:6]=[CH:7][N:8]2[CH2:11][C:12]1[CH:17]=[CH:16][C:15]([O:18][CH3:19])=[CH:14][CH:13]=1. Given the reactants Cl[C:2]1[N:10]=[C:9]2[C:5]([N:6]=[CH:7][N:8]2[CH2:11][C:12]2[CH:17]=[CH:16][C:15]([O:18][CH3:19])=[CH:14][CH:13]=2)=[C:4]([C:20]2[O:21][CH:22]=[CH:23][CH:24]=2)[N:3]=1.[CH3:25][NH2:26], predict the reaction product. (7) Given the reactants [Br:1][CH2:2][CH:3]([OH:6])[CH2:4][Br:5].C(N(C(C)C)C(C)C)C.FC(F)(F)S(O[Si:22]([CH:29]([CH3:31])[CH3:30])([CH:26]([CH3:28])[CH3:27])[CH:23]([CH3:25])[CH3:24])(=O)=O, predict the reaction product. The product is: [Br:1][CH2:2][CH:3]([CH2:4][Br:5])[O:6][Si:22]([CH:29]([CH3:31])[CH3:30])([CH:26]([CH3:28])[CH3:27])[CH:23]([CH3:25])[CH3:24].